The task is: Predict the product of the given reaction.. This data is from Forward reaction prediction with 1.9M reactions from USPTO patents (1976-2016). (1) Given the reactants [N:1]1[CH:6]=[CH:5][C:4]([CH2:7][N:8]2[CH2:17][CH2:16][C:15]3[C:14]([C:18]([O:20]C)=[O:19])=[CH:13][CH:12]=[CH:11][C:10]=3[CH2:9]2)=[CH:3][CH:2]=1.O.[OH-].[Na+:24], predict the reaction product. The product is: [N:1]1[CH:6]=[CH:5][C:4]([CH2:7][N:8]2[CH2:17][CH2:16][C:15]3[C:14]([C:18]([O-:20])=[O:19])=[CH:13][CH:12]=[CH:11][C:10]=3[CH2:9]2)=[CH:3][CH:2]=1.[Na+:24]. (2) Given the reactants Cl[C:2]1[C:15]2[O:14][CH2:13][CH:12]3[N:7]([CH2:8][CH2:9][O:10][CH2:11]3)[C:6]=2[N:5]=[C:4]([Cl:16])[N:3]=1.[NH:17]1[CH2:22][CH2:21][O:20][CH2:19][CH2:18]1.C(N(CC)CC)C, predict the reaction product. The product is: [Cl:16][C:4]1[N:3]=[C:2]([N:17]2[CH2:22][CH2:21][O:20][CH2:19][CH2:18]2)[C:15]2[O:14][CH2:13][CH:12]3[N:7]([C:6]=2[N:5]=1)[CH2:8][CH2:9][O:10][CH2:11]3. (3) Given the reactants [CH:1]1([NH:7][C:8]([C:10]2[C:14]([CH2:15][N:16]([CH3:18])[CH3:17])=[C:13]([C:19]3[CH:24]=[CH:23][C:22]([OH:25])=[CH:21][CH:20]=3)[N:12]([C:26]3[CH:31]=[CH:30][C:29]([Cl:32])=[CH:28][C:27]=3[Cl:33])[N:11]=2)=[O:9])[CH2:6][CH2:5][CH2:4][CH2:3][CH2:2]1.C(N(CC)CC)C.[F:41][C:42]([F:50])([F:49])[CH2:43][CH2:44][S:45](Cl)(=[O:47])=[O:46], predict the reaction product. The product is: [CH:1]1([NH:7][C:8]([C:10]2[C:14]([CH2:15][N:16]([CH3:18])[CH3:17])=[C:13]([C:19]3[CH:24]=[CH:23][C:22]([O:25][S:45]([CH2:44][CH2:43][C:42]([F:50])([F:49])[F:41])(=[O:47])=[O:46])=[CH:21][CH:20]=3)[N:12]([C:26]3[CH:31]=[CH:30][C:29]([Cl:32])=[CH:28][C:27]=3[Cl:33])[N:11]=2)=[O:9])[CH2:2][CH2:3][CH2:4][CH2:5][CH2:6]1. (4) Given the reactants C([NH:5][S:6]([C:9]1[CH:14]=[CH:13][CH:12]=[C:11]([C:15]2[N:16]=[CH:17][N:18]([C:20]3[N:25]=[C:24]([C:26]([F:29])([F:28])[F:27])[CH:23]=[C:22]([C:30]4[CH:35]=[CH:34][C:33]([F:36])=[C:32]([F:37])[CH:31]=4)[N:21]=3)[CH:19]=2)[CH:10]=1)(=[O:8])=[O:7])(C)(C)C.C(O)(C(F)(F)F)=O, predict the reaction product. The product is: [F:37][C:32]1[CH:31]=[C:30]([C:22]2[CH:23]=[C:24]([C:26]([F:27])([F:28])[F:29])[N:25]=[C:20]([N:18]3[CH:19]=[C:15]([C:11]4[CH:10]=[C:9]([S:6]([NH2:5])(=[O:7])=[O:8])[CH:14]=[CH:13][CH:12]=4)[N:16]=[CH:17]3)[N:21]=2)[CH:35]=[CH:34][C:33]=1[F:36].